Dataset: Catalyst prediction with 721,799 reactions and 888 catalyst types from USPTO. Task: Predict which catalyst facilitates the given reaction. (1) Reactant: [O:1]=[C:2]1[C:11]2[C:6](=[CH:7][CH:8]=[C:9]([CH2:12][C:13]([O:15]C(C)(C)C)=[O:14])[CH:10]=2)[N:5]=[CH:4][NH:3]1.Cl. Product: [O:1]=[C:2]1[C:11]2[C:6](=[CH:7][CH:8]=[C:9]([CH2:12][C:13]([OH:15])=[O:14])[CH:10]=2)[N:5]=[CH:4][NH:3]1. The catalyst class is: 25. (2) Product: [CH3:2][N:3]([CH3:10])[CH2:4]/[CH:5]=[CH:6]/[C:7]([NH:34][C:33]1[CH:35]=[CH:36][CH:37]=[C:38]([B:39]2[O:43][C:42]([CH3:44])([CH3:45])[C:41]([CH3:47])([CH3:46])[O:40]2)[C:32]=1[CH3:31])=[O:8]. The catalyst class is: 1. Reactant: Cl.[CH3:2][N:3]([CH3:10])[CH2:4]/[CH:5]=[CH:6]/[C:7](O)=[O:8].CN(C=O)C.C(Cl)(=O)C(Cl)=O.CCN(C(C)C)C(C)C.[CH3:31][C:32]1[C:38]([B:39]2[O:43][C:42]([CH3:45])([CH3:44])[C:41]([CH3:47])([CH3:46])[O:40]2)=[CH:37][CH:36]=[CH:35][C:33]=1[NH2:34]. (3) Reactant: [CH3:1][N:2]1[CH2:7][CH2:6][NH:5][CH2:4][CH2:3]1.[N+:8]([C:11]1[CH:18]=[CH:17][C:14]([CH2:15]Cl)=[CH:13][CH:12]=1)([O-:10])=[O:9].O. Product: [CH3:1][N:2]1[CH2:7][CH2:6][N:5]([CH2:15][C:14]2[CH:17]=[CH:18][C:11]([N+:8]([O-:10])=[O:9])=[CH:12][CH:13]=2)[CH2:4][CH2:3]1. The catalyst class is: 7. (4) Reactant: [Si:1]([O:8][CH2:9][C@H:10]([CH3:15])[C:11]([O:13]C)=O)([C:4]([CH3:7])([CH3:6])[CH3:5])([CH3:3])[CH3:2].Cl.[CH3:17][NH:18][O:19][CH3:20].C([Mg]Cl)(C)C. Product: [Si:1]([O:8][CH2:9][C@H:10]([CH3:15])[C:11]([N:18]([O:19][CH3:20])[CH3:17])=[O:13])([C:4]([CH3:5])([CH3:6])[CH3:7])([CH3:2])[CH3:3]. The catalyst class is: 1. (5) The catalyst class is: 288. Product: [C:40]([O:44][C:45]([N:47]1[CH2:52][CH2:51][CH:50]([N:53]([C:28]([C:27]2[CH:26]=[N:25][C:24]([Br:23])=[CH:32][CH:31]=2)=[O:30])[CH:54]2[CH2:55][CH2:56]2)[CH2:49][CH2:48]1)=[O:46])([CH3:43])([CH3:41])[CH3:42]. Reactant: F[B-](F)(F)F.N1(OC(N(C)C)=[N+](C)C)C2C=CC=CC=2N=N1.[Br:23][C:24]1[CH:32]=[CH:31][C:27]([C:28]([OH:30])=O)=[CH:26][N:25]=1.C(N(CC)CC)C.[C:40]([O:44][C:45]([N:47]1[CH2:52][CH2:51][CH:50]([NH:53][CH:54]2[CH2:56][CH2:55]2)[CH2:49][CH2:48]1)=[O:46])([CH3:43])([CH3:42])[CH3:41].